The task is: Binary Classification. Given two protein amino acid sequences, predict whether they physically interact or not.. This data is from Human Reference Interactome with 51,813 positive PPI pairs across 8,248 proteins, plus equal number of experimentally-validated negative pairs. (1) Protein 1 (ENSG00000131374) has sequence MYHSLSETRHPLQPEEQEVGIDPLSSYSNKSGGDSNKNGRRTSSTLDSEGTFNSYRKEWEELFVNNNYLATIRQKGINGQLRSSRFRSICWKLFLCVLPQDKSQWISRIEELRAWYSNIKEIHITNPRKVVGQQDLMINNPLSQDEGSLWNKFFQDKELRSMIEQDVKRTFPEMQFFQQENVRKILTDVLFCYARENEQLLYKQGMHELLAPIVFVLHCDHQAFLHASESAQPSEEMKTVLNPEYLEHDAYAVFSQLMETAEPWFSTFEHDGQKGKETLMTPIPFARPQDLGPTIAIVTK.... Protein 2 (ENSG00000101945) has sequence MVGMSRLRNDRLADPLTGCSVCCKSSWNQLQDLCRLAKLSCPALGISKRNLYDFEVEYLCDYKKIREQEYYLVKWRGYPDSESTWEPRQNLKCVRILKQFHKDLERELLRRHHRSKTPRHLDPSLANYLVQKAKQRRALRRWEQELNAKRSHLGRITVENEVDLDGPPRAFVYINEYRVGEGITLNQVAVGCECQDCLWAPTGGCCPGASLHKFAYNDQGQVRLRAGLPIYECNSRCRCGYDCPNRVVQKGIRYDLCIFRTDDGRGWGVRTLEKIRKNSFVMEYVGEIITSEEAERRGQI.... Result: 0 (the proteins do not interact). (2) Protein 1 (ENSG00000162959) has sequence MSNRVVCREASHAGSWYTASGPQLNAQLEGWLSQVQSTKRPARAIIAPHAGYTYCGSCAAHAYKQVDPSITRRIFILGPSHHVPLSRCALSSVDIYRTPLYDLRIDQKIYGELWKTGMFERMSLQTDEDEHSIEMHLPYTAKAMESHKDEFTIIPVLVGALSESKEQEFGKLFSKYLADPSNLFVVSSDFCHWGQRFRYSYYDESQGEIYRSIEHLDKMGMSIIEQLDPVSFSNYLKKYHNTICGRHPIGVLLNAITELQKNGMNMSFSFLNYAQSSQCRNWQDSSVSYAAGALTVH*MP.... Protein 2 (ENSG00000182771) has sequence MEALTLWLLPWICQCVSVRADSIIHIGAIFEENAAKDDRVFQLAVSDLSLNDDILQSEKITYSIKVIEANNPFQAVQEACDLMTQGILALVTSTGCASANALQSLTDAMHIPHLFVQRNPGGSPRTACHLNPSPDGEAYTLASRPPVRLNDVMLRLVTELRWQKFVMFYDSEYDIRGLQSFLDQASRLGLDVSLQKVDKNISHVFTSLFTTMKTEELNRYRDTLRRAILLLSPQGAHSFINEAVETNLASKDSHWVFVNEEISDPEILDLVHSALGRMTVVRQIFPSAKDNQKCTRNNHR.... Result: 0 (the proteins do not interact). (3) Protein 1 (ENSG00000153029) has sequence MGELMAFLLPLIIVLMVKHSDSRTHSLRYFRLGVSDPIHGVPEFISVGYVDSHPITTYDSVTRQKEPRAPWMAENLAPDHWERYTQLLRGWQQMFKVELKRLQRHYNHSGSHTYQRMIGCELLEDGSTTGFLQYAYDGQDFLIFNKDTLSWLAVDNVAHTIKQAWEANQHELLYQKNWLEEECIAWLKRFLEYGKDTLQRTESETIPLVMKAVSGSIVLVIVLAGVGVLVWRRRPREQNGAIYLPTPDR*MGELMAFLLPLIIVLMVKHSDSRTHSLRYFRLGVSDPIHGVPEFISVGYV.... Protein 2 (ENSG00000197566) has sequence MSLQDSTLSREGKPEGEIMAAVFFSVGRLSPEVTQPDEDLHLQAEETQLVKESVTFKDVAIDFTLEEWRLMDPTQRNLHKDVMLENYRNLVSLGLAVSKPDMISHLENGKGPWVTVREISRIPYPDMEPKPATKKATRTKAISEDLSQEAILEKLTENGLWDSRMEGLWKWNDRILRLQNNQENHLSQRIIPLKKTPTSQRGFRFESILIPEPGIATEELHSRCQTQEENFTENLNLITDTHLGKIICKEMKGSKAIRQTSELTLGKKSNNKEKPYKCSTCEKAFHYRSLLIQHQRTHTK.... Result: 0 (the proteins do not interact). (4) Protein 1 (ENSG00000162623) has sequence MDRSAEFRKWKAQCLSKADLSRKGSVDEDVVELVQFLNMRDQFFTTSSCAGRILLLDRGINGFEVQKQNCCWLLVTHKLCVKDDVIVALKKANGDATLKFEPFVLHVQCRQLQDAQILHSMAIDSGFRNSGITVGKRGKTMLAVRSTHGLEVPLSHKGKLMVTEEYIDFLLNVANQKMEENKKRIERFYNCLQHALERETMTNLHPKIKEKNNSSYIHKKKRNPEKTRAQCITKESDEELENDDDDDLGINVTIFPEDY*MDRSAEFRKWKAQCLSKADLSRKGSVDEDVVELVQFLNMR.... Protein 2 (ENSG00000036549) has sequence MAASRSTRVTRSTVGLNGLDESFCGRTLRNRSIAHPEEISSNSQVRSRSPKKRPEPVPIQKGNNNGRTTDLKQQSTRESWVSPRKRGLSSSEKDNIERQAIENCERRQTEPVSPVLKRIKRCLRSEAPNSSEEDSPIKSDKESVEQRSTVVDNDADFQGTKRACRCLILDDCEKREIKKVNVSEEGPLNSAVVEEITGYLAVNGVDDSDSAVINCDDCQPDGNTKQNSIGSYVLQEKSVAENGDTDTQTSMFLDSRKEDSYIDHKVPCTDSQVQVKLEDHKIVTACLPVEHVNQLTTEPA.... Result: 0 (the proteins do not interact). (5) Protein 1 (ENSG00000126970) has sequence MEKIKARLKAEFEALESEERHLKEYKQEMDLLLQEKMAHVEELRLIHADINVMENTIKQSENDLNKLLESTRRLHDEYKPLKEHVDALRMTLGLQRLPDLCEEEEKLSLDYFEKQKAEWQTEPQEPPIPESLAAAAAAAQQLQVARKQDTRQTATFRQQPPPMKACLSCHQQIHRNAPICPLCKAKSRSRNPKKPKRKQDE*MADEQEIMCKLESIKEIRNKTLQMEKIKARLKAEFEALESEERHLKEYKQEMDLLLQEKMAHVEELRLIHADINVMENTIKQSENDLNKLLESTRRLH.... Protein 2 (ENSG00000186009) has sequence MAALQEKKTCGQRMEEFQRYCWNPDTGQMLGRTLSRWVWISLYYVAFYVVMTGLFALCLYVLMQTVDPYTPDYQDQLRSPGVTLRPDVYGEKGLEIVYNVSDNRTWADLTQTLHAFLAGYSPAAQEDSINCTSEQYFFQESFRAPNHTKFSCKFTADMLQNCSGLADPNFGFEEGKPCFIIKMNRIVKFLPSNGSAPRVDCAFLDQPRELGQPLQVKYYPPNGTFSLHYFPYYGKKAQPHYSNPLVAAKLLNIPRNAEVAIVCKVMAEHVTFNNPHDPYEGKVEFKLKIEK*. Result: 1 (the proteins interact). (6) Protein 1 (ENSG00000139194) has sequence MPPNLTGYYRFVSQKNMEDYLQALNISLAVRKIALLLKPDKEIEHQGNHMTVRTLSTFRNYTVQFDVGVEFEEDLRSVDGRKCQTIVTWEEEHLVCVQKGEVPNRGWRHWLEGEMLYLELTARDAVCEQVFRKVR*MPPNLTGYYRFVSQKNMEDYLQALNISLAVRKIALLLKPDKEIEHQGNHMTVRTLSTFRNYTVQFDVGVEFEEDLRSVDGRKCQAALGMNSPARAIS*MPPNLTGYYRFVSQKNMEDYLQALSSPHRHQLGCAEDRAAAEAGQGDRTPGQPHDGEDAQHLPKLH.... Protein 2 (ENSG00000167981) has sequence MASMPPTPEAQGPILFEDLAVYFSQEECVTLHPAQRSLSKDGTKESLEDAALMGEEGKPEINQQLSLESMELDELALEKYPIAAPLVPYPEKSSEDGVGNPEAKILSGTPTYKRRVISLLVTIENHTPLVELSEYLGTNTLSEILDSPWEGAKNVYKCPECDQNFSDHSYLVLHQKIHSGEKKHKCGDCGKIFNHRANLRTHRRIHTGEKPYKCAKCSASFRQHSHLSRHMNSHVKEKPYTCSICGRGFMWLPGLAQHQKSHSAENTYESTNCDKHFNEKPNLALPEETFVSGPQYQHTK.... Result: 0 (the proteins do not interact).